This data is from Reaction yield outcomes from USPTO patents with 853,638 reactions. The task is: Predict the reaction yield, written as a fraction of the theoretical maximum amount of product (1.0 means a 100% yield; for example, 0.34 means a 34% yield). (1) The reactants are [CH3:1][N:2]([C:24]1[S:25][C:26]([CH2:35][CH2:36][C:37]([O:39]C)=[O:38])=[C:27]([C:29]2[CH:34]=[CH:33][CH:32]=[CH:31][CH:30]=2)[N:28]=1)[CH2:3][C:4]1[CH:9]=[CH:8][C:7]([O:10][CH2:11][C:12]2[N:13]=[C:14]([C:18]3[CH:23]=[CH:22][CH:21]=[CH:20][CH:19]=3)[O:15][C:16]=2[CH3:17])=[CH:6][CH:5]=1.[OH-].[Na+].O1CCCC1.[ClH:48]. The catalyst is O.CO. The product is [ClH:48].[CH3:1][N:2]([C:24]1[S:25][C:26]([CH2:35][CH2:36][C:37]([OH:39])=[O:38])=[C:27]([C:29]2[CH:30]=[CH:31][CH:32]=[CH:33][CH:34]=2)[N:28]=1)[CH2:3][C:4]1[CH:9]=[CH:8][C:7]([O:10][CH2:11][C:12]2[N:13]=[C:14]([C:18]3[CH:23]=[CH:22][CH:21]=[CH:20][CH:19]=3)[O:15][C:16]=2[CH3:17])=[CH:6][CH:5]=1. The yield is 0.460. (2) The reactants are C[O:2][C:3](=[O:21])[CH2:4][CH2:5][CH2:6][CH2:7][N:8]1[CH:12]=[C:11]([C:13]2[CH:18]=[CH:17][CH:16]=[CH:15][C:14]=2[O:19]C)[N:10]=[N:9]1.Br. The catalyst is C(O)(=O)C. The product is [OH:19][C:14]1[CH:15]=[CH:16][CH:17]=[CH:18][C:13]=1[C:11]1[N:10]=[N:9][N:8]([CH2:7][CH2:6][CH2:5][CH2:4][C:3]([OH:21])=[O:2])[CH:12]=1. The yield is 0.670. (3) The reactants are [CH2:1]([NH:4][C:5]1[N:6]=[C:7](Cl)[C:8]2[CH:13]=[CH:12][N:11]([CH3:14])[C:9]=2[N:10]=1)[CH2:2][CH3:3].CCN(C(C)C)C(C)C.Cl.[CH:26]12[NH:33][CH:30]([CH2:31][CH2:32]1)[CH2:29][CH:28]([OH:34])[CH2:27]2.O. The catalyst is C(O)CCC. The product is [CH3:14][N:11]1[C:9]2[N:10]=[C:5]([NH:4][CH2:1][CH2:2][CH3:3])[N:6]=[C:7]([N:33]3[CH:26]4[CH2:32][CH2:31][CH:30]3[CH2:29][CH:28]([OH:34])[CH2:27]4)[C:8]=2[CH:13]=[CH:12]1. The yield is 0.570. (4) The reactants are [NH2:1][C:2]1[C:3](=[O:12])[NH:4][CH:5]=[C:6]([C:8]([F:11])([F:10])[F:9])[CH:7]=1.[F:13][C:14]1[CH:19]=[C:18]([O:20][C:21]2[CH:26]=[CH:25][N:24]=[C:23]([C:27]3[CH:28]=[N:29][N:30]([CH3:32])[CH:31]=3)[CH:22]=2)[CH:17]=[CH:16][C:15]=1[NH:33][C:34](=O)[O:35]C(C)=C.CN1CCCC1. The catalyst is O1CCOCC1.C(OCC)(=O)C. The product is [F:13][C:14]1[CH:19]=[C:18]([O:20][C:21]2[CH:26]=[CH:25][N:24]=[C:23]([C:27]3[CH:28]=[N:29][N:30]([CH3:32])[CH:31]=3)[CH:22]=2)[CH:17]=[CH:16][C:15]=1[NH:33][C:34]([NH:1][C:2]1[C:3](=[O:12])[NH:4][CH:5]=[C:6]([C:8]([F:9])([F:10])[F:11])[CH:7]=1)=[O:35]. The yield is 0.580. (5) The reactants are [C:1]([C:3]1[CH:4]=[C:5]2[C:10](=[CH:11][C:12]=1[OH:13])[N:9]=[CH:8][CH:7]=[C:6]2[O:14][C:15]1[CH:16]=[C:17]2[C:21](=[CH:22][CH:23]=1)[NH:20][CH:19]=[CH:18]2)#[N:2].[C:24](=[O:27])([O-:26])[O-:25].[K+].[K+].C(OC([N:37]1[CH2:42][CH2:41][CH:40]([CH2:43]Br)[CH2:39][CH2:38]1)=O)(C)(C)C.O. The catalyst is CN(C)C=O. The product is [C:1]([C:3]1[CH:4]=[C:5]2[C:10](=[CH:11][C:12]=1[O:13][CH2:43][CH:40]1[CH2:41][CH2:42][N:37]([O:27][C:24]([O:26][C:3]([CH3:4])([CH3:12])[CH3:1])=[O:25])[CH2:38][CH2:39]1)[N:9]=[CH:8][CH:7]=[C:6]2[O:14][C:15]1[CH:16]=[C:17]2[C:21](=[CH:22][CH:23]=1)[NH:20][CH:19]=[CH:18]2)#[N:2]. The yield is 0.593. (6) The reactants are Br[C:2]1[C:3]([O:12][CH3:13])=[CH:4][C:5]([O:10][CH3:11])=[C:6]([CH:9]=1)[CH:7]=[O:8].[S:14]1[C:18](B(O)O)=[CH:17][C:16]2[CH:22]=[CH:23][CH:24]=[CH:25][C:15]1=2.C(=O)([O-])[O-].[Na+].[Na+].O. The catalyst is COCCOC.[Pd].C1(P(C2C=CC=CC=2)C2C=CC=CC=2)C=CC=CC=1.C1(P(C2C=CC=CC=2)C2C=CC=CC=2)C=CC=CC=1.C1(P(C2C=CC=CC=2)C2C=CC=CC=2)C=CC=CC=1.C1(P(C2C=CC=CC=2)C2C=CC=CC=2)C=CC=CC=1. The product is [S:14]1[C:18]([C:2]2[C:3]([O:12][CH3:13])=[CH:4][C:5]([O:10][CH3:11])=[C:6]([CH:9]=2)[CH:7]=[O:8])=[CH:17][C:16]2[CH:22]=[CH:23][CH:24]=[CH:25][C:15]1=2. The yield is 0.830.